From a dataset of NCI-60 drug combinations with 297,098 pairs across 59 cell lines. Regression. Given two drug SMILES strings and cell line genomic features, predict the synergy score measuring deviation from expected non-interaction effect. Drug 1: CCCCCOC(=O)NC1=NC(=O)N(C=C1F)C2C(C(C(O2)C)O)O. Drug 2: CC1CCCC2(C(O2)CC(NC(=O)CC(C(C(=O)C(C1O)C)(C)C)O)C(=CC3=CSC(=N3)C)C)C. Cell line: A498. Synergy scores: CSS=37.5, Synergy_ZIP=3.07, Synergy_Bliss=3.25, Synergy_Loewe=-13.9, Synergy_HSA=2.99.